From a dataset of Forward reaction prediction with 1.9M reactions from USPTO patents (1976-2016). Predict the product of the given reaction. The product is: [Cl:12][C:13]1[CH:18]=[CH:17][CH:16]=[CH:15][C:14]=1[O:11][CH2:10][CH2:9][CH2:8][C:5]1[CH:4]=[CH:3][C:2]([Br:1])=[CH:7][CH:6]=1. Given the reactants [Br:1][C:2]1[CH:7]=[CH:6][C:5]([CH2:8][CH2:9][CH2:10][OH:11])=[CH:4][CH:3]=1.[Cl:12][C:13]1[CH:18]=[CH:17][CH:16]=[CH:15][C:14]=1O.N(C(OC(C)C)=O)=NC(OC(C)C)=O.C(P(CCCC)CCCC)CCC, predict the reaction product.